This data is from Full USPTO retrosynthesis dataset with 1.9M reactions from patents (1976-2016). The task is: Predict the reactants needed to synthesize the given product. (1) Given the product [F:1][C:2]([F:7])([F:6])[C:3]([OH:5])=[O:4].[Br:8][C:9]1[C:10](=[O:35])[N:11]([CH2:26][C:27]2[CH:32]=[CH:31][N:30]=[C:29]([O:4][CH3:3])[N:28]=2)[C:12]([CH3:25])=[CH:13][C:14]=1[O:15][CH2:16][C:17]1[CH:22]=[CH:21][C:20]([F:23])=[CH:19][C:18]=1[F:24], predict the reactants needed to synthesize it. The reactants are: [F:1][C:2]([F:7])([F:6])[C:3]([OH:5])=[O:4].[Br:8][C:9]1[C:10](=[O:35])[N:11]([CH2:26][C:27]2[CH:32]=[CH:31][N:30]=[C:29](C#N)[N:28]=2)[C:12]([CH3:25])=[CH:13][C:14]=1[O:15][CH2:16][C:17]1[CH:22]=[CH:21][C:20]([F:23])=[CH:19][C:18]=1[F:24].[OH-].[Na+]. (2) Given the product [NH2:16][C@@:11]1([C:13]([O:15][CH:26]([O:25][C:24]([O:29][CH:30]2[CH2:35][CH2:34][CH2:33][CH2:32][CH2:31]2)=[O:36])[CH3:27])=[O:14])[C@@H:10]([F:23])[CH2:9][C@@H:8]2[C@H:12]1[C@H:7]2[C:5]([OH:4])=[O:6], predict the reactants needed to synthesize it. The reactants are: C([O:4][C:5]([C@@H:7]1[C@@H:12]2[C@H:8]1[CH2:9][C@H:10]([F:23])[C@@:11]2([NH:16]C(OCC=C)=O)[C:13]([OH:15])=[O:14])=[O:6])C=C.[C:24](=[O:36])([O:29][CH:30]1[CH2:35][CH2:34][CH2:33][CH2:32][CH2:31]1)[O:25][CH:26](Cl)[CH3:27]. (3) Given the product [CH2:1]([CH:8]([NH:32][C:33]([C:35]1[CH:44]=[N:43][C:42]2[C:37](=[CH:38][CH:39]=[CH:40][CH:41]=2)[N:36]=1)=[O:34])[CH:9]([O:24][Si:25]([C:28]([CH3:29])([CH3:31])[CH3:30])([CH3:26])[CH3:27])[CH2:10][CH:11]([C:18]1[O:22][CH2:21][CH2:20][N:19]=1)[CH2:12][CH2:13][C:14]([F:17])([CH3:16])[CH3:15])[C:2]1[CH:3]=[CH:4][CH:5]=[CH:6][CH:7]=1, predict the reactants needed to synthesize it. The reactants are: [CH2:1]([CH:8]([NH:32][C:33]([C:35]1[CH:44]=[N:43][C:42]2[C:37](=[CH:38][CH:39]=[CH:40][CH:41]=2)[N:36]=1)=[O:34])[CH:9]([O:24][Si:25]([C:28]([CH3:31])([CH3:30])[CH3:29])([CH3:27])[CH3:26])[CH2:10][CH:11]([C:18](=O)[NH:19][CH2:20][CH2:21][OH:22])[CH2:12][CH2:13][C:14]([F:17])([CH3:16])[CH3:15])[C:2]1[CH:7]=[CH:6][CH:5]=[CH:4][CH:3]=1.C1(P(C2C=CC=CC=2)C2C=CC=CC=2)C=CC=CC=1.ClC(Cl)(Cl)C(Cl)(Cl)Cl.C(N(CC)CC)C. (4) Given the product [C:1]([O:5][C:6](=[O:7])[NH:8][C@@H:9]([CH2:15][C:16]1[CH:21]=[CH:20][CH:19]=[CH:18][CH:17]=1)[CH:10]([C:11](=[O:13])[N:34]([CH2:22][C:23]1[CH:24]=[CH:25][CH:26]=[CH:27][CH:28]=1)[CH3:31])[OH:14])([CH3:2])([CH3:3])[CH3:4], predict the reactants needed to synthesize it. The reactants are: [C:1]([O:5][C:6]([NH:8][CH:9]([CH2:15][C:16]1[CH:21]=[CH:20][CH:19]=[CH:18][CH:17]=1)[C@H:10]([OH:14])[C:11]([OH:13])=O)=[O:7])([CH3:4])([CH3:3])[CH3:2].[CH2:22](CN)[C:23]1[CH:28]=[CH:27][CH:26]=[CH:25][CH:24]=1.[CH:31]([N:34](CC)C(C)C)(C)C.CN(C(ON1N=NC2C=CC=NC1=2)=[N+](C)C)C.F[P-](F)(F)(F)(F)F.